This data is from Catalyst prediction with 721,799 reactions and 888 catalyst types from USPTO. The task is: Predict which catalyst facilitates the given reaction. (1) Reactant: [Cl:1][C:2]1[C:7]([NH:8]N=C(CC)CC)=[CH:6][CH:5]=[CH:4][N:3]=1. Product: [Cl:1][C:2]1[N:3]=[CH:4][CH:5]=[C:6]2[C:5]([CH3:4])=[C:6]([CH2:7][CH3:2])[NH:8][C:7]=12. The catalyst class is: 400. (2) Reactant: [CH2:1]([C:5]1[C:13]2[C:8](=[CH:9][CH:10]=[C:11]([C:14]([OH:16])=O)[CH:12]=2)[NH:7][CH:6]=1)[CH2:2][CH2:3][CH3:4].C(N(CC)CC)C.CN(C(ON1N=NC2C=CC=NC1=2)=[N+](C)C)C.F[P-](F)(F)(F)(F)F.[NH2:48][C@@H:49]([CH2:63][C:64]1[CH:69]=[C:68]([F:70])[CH:67]=[C:66]([F:71])[CH:65]=1)[C@H:50]([OH:62])[CH2:51][NH:52][CH2:53][C:54]1[CH:59]=[CH:58][CH:57]=[C:56]([CH2:60][CH3:61])[CH:55]=1. The catalyst class is: 2. Product: [CH2:1]([C:5]1[C:13]2[C:8](=[CH:9][CH:10]=[C:11]([C:14]([NH:48][C@@H:49]([CH2:63][C:64]3[CH:65]=[C:66]([F:71])[CH:67]=[C:68]([F:70])[CH:69]=3)[C@H:50]([OH:62])[CH2:51][NH:52][CH2:53][C:54]3[CH:59]=[CH:58][CH:57]=[C:56]([CH2:60][CH3:61])[CH:55]=3)=[O:16])[CH:12]=2)[NH:7][CH:6]=1)[CH2:2][CH2:3][CH3:4]. (3) Reactant: [CH:1]1([S:4]([C:7]2[CH:12]=[CH:11][C:10]([CH:13]([O:17][C:18]3[CH:23]=[CH:22][C:21]([F:24])=[CH:20][C:19]=3[F:25])[C:14](O)=[O:15])=[CH:9][CH:8]=2)(=[O:6])=[O:5])[CH2:3][CH2:2]1.CN(C(ON1N=NC2C=CC=NC1=2)=[N+](C)C)C.F[P-](F)(F)(F)(F)F.CCN(C(C)C)C(C)C.[NH2:59][C:60]1[S:61][CH:62]=[CH:63][N:64]=1. Product: [CH:1]1([S:4]([C:7]2[CH:12]=[CH:11][C:10]([CH:13]([O:17][C:18]3[CH:23]=[CH:22][C:21]([F:24])=[CH:20][C:19]=3[F:25])[C:14]([NH:59][C:60]3[S:61][CH:62]=[CH:63][N:64]=3)=[O:15])=[CH:9][CH:8]=2)(=[O:6])=[O:5])[CH2:2][CH2:3]1. The catalyst class is: 2. (4) Reactant: [Br:1][C:2]1[C:3]([CH3:14])=[CH:4][C:5](=[O:13])[N:6]([CH2:8][CH2:9][C:10]([OH:12])=O)[CH:7]=1.[N:15]1([C:21](=[O:24])[CH:22]=[CH2:23])[CH2:20][CH2:19][NH:18][CH2:17][CH2:16]1.CN(C(ON1N=NC2C=CC=NC1=2)=[N+](C)C)C.F[P-](F)(F)(F)(F)F.CCN(CC)CC. Product: [C:21]([N:15]1[CH2:20][CH2:19][N:18]([C:10](=[O:12])[CH2:9][CH2:8][N:6]2[CH:7]=[C:2]([Br:1])[C:3]([CH3:14])=[CH:4][C:5]2=[O:13])[CH2:17][CH2:16]1)(=[O:24])[CH:22]=[CH2:23]. The catalyst class is: 3. (5) Reactant: [Cl:1][C:2]1[C:3]([O:12][CH2:13][CH2:14][CH2:15][CH2:16][CH:17]([N:24]2[CH:28]=[N:27][CH:26]=[N:25]2)[C:18](=[O:23])[C:19]([CH3:22])([CH3:21])[CH3:20])=[N:4][CH:5]=[C:6]([C:8]([F:11])([F:10])[F:9])[CH:7]=1.[BH4-].C([N+](CCCC)(CCCC)CCCC)CCC.[Cl-].[NH4+]. Product: [Cl:1][C:2]1[C:3]([O:12][CH2:13][CH2:14][CH2:15][CH2:16][CH:17]([N:24]2[CH:28]=[N:27][CH:26]=[N:25]2)[CH:18]([OH:23])[C:19]([CH3:22])([CH3:20])[CH3:21])=[N:4][CH:5]=[C:6]([C:8]([F:9])([F:10])[F:11])[CH:7]=1. The catalyst class is: 528. (6) Reactant: C(N(CC)CC)C.[CH3:8][C:9]([O:12][C:13](O[C:13]([O:12][C:9]([CH3:11])([CH3:10])[CH3:8])=[O:14])=[O:14])([CH3:11])[CH3:10].[Br:23][C:24]1[C:25]([N:42]2[CH2:47][CH2:46][CH2:45][C@@H:44]([NH:48][C:49](=[O:55])[O:50][C:51]([CH3:54])([CH3:53])[CH3:52])[CH2:43]2)=[C:26]2[C:32]([NH:33][C:34](=[O:41])[C:35]3[CH:40]=[CH:39][CH:38]=[N:37][CH:36]=3)=[CH:31][NH:30][C:27]2=[N:28][CH:29]=1.O. Product: [Br:23][C:24]1[C:25]([N:42]2[CH2:47][CH2:46][CH2:45][C@@H:44]([NH:48][C:49]([O:50][C:51]([CH3:52])([CH3:54])[CH3:53])=[O:55])[CH2:43]2)=[C:26]2[C:32]([NH:33][C:34](=[O:41])[C:35]3[CH:40]=[CH:39][CH:38]=[N:37][CH:36]=3)=[CH:31][N:30]([C:13]([O:12][C:9]([CH3:11])([CH3:10])[CH3:8])=[O:14])[C:27]2=[N:28][CH:29]=1. The catalyst class is: 143. (7) Reactant: [NH:1]1[CH:5]=[C:4]([C:6]([NH:8][CH2:9][C:10]2[C:11]([CH3:25])=[CH:12][C:13]([NH:17][C:18](=[O:24])[O:19][C:20]([CH3:23])([CH3:22])[CH3:21])=[N:14][C:15]=2[CH3:16])=[O:7])[CH:3]=[N:2]1.CS(O[CH2:31][C:32]1[CH:33]=[C:34]2[C:39](=[CH:40][CH:41]=1)[N:38]=[CH:37][C:36]([Cl:42])=[CH:35]2)(=O)=O.C([O-])([O-])=O.[K+].[K+]. The catalyst class is: 21. Product: [Cl:42][C:36]1[CH:37]=[N:38][C:39]2[C:34]([CH:35]=1)=[CH:33][C:32]([CH2:31][N:1]1[CH:5]=[C:4]([C:6]([NH:8][CH2:9][C:10]3[C:11]([CH3:25])=[CH:12][C:13]([NH:17][C:18](=[O:24])[O:19][C:20]([CH3:21])([CH3:22])[CH3:23])=[N:14][C:15]=3[CH3:16])=[O:7])[CH:3]=[N:2]1)=[CH:41][CH:40]=2. (8) Reactant: C(S(OS(C(F)(F)F)(=O)=O)(=O)=O)(F)(F)F.COC1C=CC(C[N:23]2[C:27]([NH2:28])=[C:26]([C:29]3[CH:30]=[N:31][C:32]([F:35])=[CH:33][CH:34]=3)[CH:25]=[N:24]2)=CC=1. Product: [F:35][C:32]1[N:31]=[CH:30][C:29]([C:26]2[CH:25]=[N:24][NH:23][C:27]=2[NH2:28])=[CH:34][CH:33]=1. The catalyst class is: 67. (9) Reactant: [NH2:1][C@H:2]([CH2:7][OH:8])[CH2:3][CH2:4][S:5][CH3:6].[CH3:9][N:10]1[CH2:15][CH2:14][N:13]([C:16]2[S:17][CH:18]=[C:19]([C:21]3[CH:26]=[CH:25][C:24]([C:27]4[O:31][C:30](=[O:32])[C:29]5([CH2:37][CH2:36][CH2:35][CH2:34][CH2:33]5)[N:28]=4)=[CH:23][CH:22]=3)[N:20]=2)[CH2:12][CH2:11]1. Product: [CH3:9][N:10]1[CH2:15][CH2:14][N:13]([C:16]2[S:17][CH:18]=[C:19]([C:21]3[CH:22]=[CH:23][C:24]([C:27]([NH:28][C:29]4([C:30]([NH:1][C@H:2]([CH2:7][OH:8])[CH2:3][CH2:4][S:5][CH3:6])=[O:32])[CH2:33][CH2:34][CH2:35][CH2:36][CH2:37]4)=[O:31])=[CH:25][CH:26]=3)[N:20]=2)[CH2:12][CH2:11]1. The catalyst class is: 9.